Predict the reactants needed to synthesize the given product. From a dataset of Full USPTO retrosynthesis dataset with 1.9M reactions from patents (1976-2016). (1) Given the product [Cl:13][C:14]1[CH:19]=[CH:18][C:17]([Cl:20])=[CH:16][C:15]=1[S:21]([NH:1][C:2]1[CH:11]=[CH:10][C:5]([C:6]([O:8][CH3:9])=[O:7])=[C:4]([OH:12])[CH:3]=1)(=[O:23])=[O:22], predict the reactants needed to synthesize it. The reactants are: [NH2:1][C:2]1[CH:3]=[C:4]([OH:12])[C:5](=[CH:10][CH:11]=1)[C:6]([O:8][CH3:9])=[O:7].[Cl:13][C:14]1[CH:19]=[CH:18][C:17]([Cl:20])=[CH:16][C:15]=1[S:21](Cl)(=[O:23])=[O:22]. (2) Given the product [Cl:22][C:23]1[C:24]([CH3:46])=[CH:25][C:26]([O:27][CH2:28][CH2:29][CH2:30][C:31]2[C:39]3[C:34](=[CH:35][CH:36]=[CH:37][CH:38]=3)[NH:33][C:32]=2[C:40]([NH:8][S:5]([CH2:4][CH2:3][NH:2][C:15]([CH:9]2[CH2:14][CH2:13][CH2:12][CH2:11][CH2:10]2)=[O:16])(=[O:7])=[O:6])=[O:41])=[CH:43][C:44]=1[CH3:45], predict the reactants needed to synthesize it. The reactants are: Cl.[NH2:2][CH2:3][CH2:4][S:5]([NH2:8])(=[O:7])=[O:6].[CH:9]1([C:15](Cl)=[O:16])[CH2:14][CH2:13][CH2:12][CH2:11][CH2:10]1.C(Cl)CCl.[Cl:22][C:23]1[C:44]([CH3:45])=[CH:43][C:26]([O:27][CH2:28][CH2:29][CH2:30][C:31]2[C:39]3[C:34](=[CH:35][CH:36]=[CH:37][CH:38]=3)[NH:33][C:32]=2[C:40](O)=[O:41])=[CH:25][C:24]=1[CH3:46]. (3) Given the product [OH:2][C:3]1[CH:4]=[CH:5][C:6]([C:9]2[S:13][C:12]([C:14]3[CH:15]=[C:16]([OH:20])[CH:17]=[CH:18][CH:19]=3)=[N:11][CH:10]=2)=[CH:7][CH:8]=1, predict the reactants needed to synthesize it. The reactants are: C[O:2][C:3]1[CH:8]=[CH:7][C:6]([C:9]2[S:13][C:12]([C:14]3[CH:19]=[CH:18][CH:17]=[C:16]([O:20]C)[CH:15]=3)=[N:11][CH:10]=2)=[CH:5][CH:4]=1.